The task is: Regression. Given a peptide amino acid sequence and an MHC pseudo amino acid sequence, predict their binding affinity value. This is MHC class I binding data.. This data is from Peptide-MHC class I binding affinity with 185,985 pairs from IEDB/IMGT. (1) The peptide sequence is SSVIGVWYL. The MHC is H-2-Db with pseudo-sequence H-2-Db. The binding affinity (normalized) is 0.330. (2) The peptide sequence is ARADGILRF. The MHC is HLA-A11:01 with pseudo-sequence HLA-A11:01. The binding affinity (normalized) is 0.0847. (3) The peptide sequence is KLANVVRKMM. The MHC is Mamu-A02 with pseudo-sequence Mamu-A02. The binding affinity (normalized) is 0.489. (4) The peptide sequence is ETINEEAADW. The MHC is HLA-B35:01 with pseudo-sequence HLA-B35:01. The binding affinity (normalized) is 0. (5) The peptide sequence is VPLDEDFRKY. The MHC is HLA-B07:02 with pseudo-sequence HLA-B07:02. The binding affinity (normalized) is 0. (6) The binding affinity (normalized) is 0.209. The MHC is HLA-A03:01 with pseudo-sequence HLA-A03:01. The peptide sequence is TQLVDMSMTY. (7) The peptide sequence is DAYRAIHSL. The MHC is HLA-A02:01 with pseudo-sequence HLA-A02:01. The binding affinity (normalized) is 0.